This data is from Forward reaction prediction with 1.9M reactions from USPTO patents (1976-2016). The task is: Predict the product of the given reaction. (1) Given the reactants [Cl:1][C:2]1[CH:3]=[N:4][C:5]2[N:6]([N:8]=[C:9]([C:11]([OH:13])=O)[CH:10]=2)[CH:7]=1.[O:14]1[CH:18]=[CH:17][C:16]([C:19]2[N:23]3[CH2:24][CH2:25][NH:26][CH:27]([CH3:28])[C:22]3=[CH:21][CH:20]=2)=[CH:15]1, predict the reaction product. The product is: [Cl:1][C:2]1[CH:3]=[N:4][C:5]2[N:6]([N:8]=[C:9]([C:11]([N:26]3[CH2:25][CH2:24][N:23]4[C:19]([C:16]5[CH:17]=[CH:18][O:14][CH:15]=5)=[CH:20][CH:21]=[C:22]4[CH:27]3[CH3:28])=[O:13])[CH:10]=2)[CH:7]=1. (2) Given the reactants [Br:1][C:2]1[CH:3]=[C:4]([CH:9]=[C:10]([NH:13][C:14]([O:16][C:17]([CH3:20])([CH3:19])[CH3:18])=[O:15])[C:11]=1[Cl:12])[C:5](OC)=[O:6].[H-].[Al+3].[Li+].[H-].[H-].[H-].[OH-].[Na+].[O-]S([O-])(=O)=O.[Mg+2], predict the reaction product. The product is: [Br:1][C:2]1[C:11]([Cl:12])=[C:10]([NH:13][C:14](=[O:15])[O:16][C:17]([CH3:18])([CH3:19])[CH3:20])[CH:9]=[C:4]([CH2:5][OH:6])[CH:3]=1. (3) Given the reactants [CH3:1][C:2]1[O:6][N:5]=[C:4]([C:7]2[CH:12]=[CH:11][CH:10]=[CH:9][CH:8]=2)[C:3]=1[C:13]1[N:14]=[C:15]2[CH:20]=[C:19]([C:21](O)=[O:22])[CH:18]=[CH:17][N:16]2[CH:24]=1.[CH2:25]([NH2:28])[C:26]#[CH:27], predict the reaction product. The product is: [CH2:25]([NH:28][C:21]([C:19]1[CH:18]=[CH:17][N:16]2[CH:24]=[C:13]([C:3]3[C:4]([C:7]4[CH:12]=[CH:11][CH:10]=[CH:9][CH:8]=4)=[N:5][O:6][C:2]=3[CH3:1])[N:14]=[C:15]2[CH:20]=1)=[O:22])[C:26]#[CH:27]. (4) The product is: [CH2:8]1[C@@H:6]2[C@H:5]([CH2:4][CH2:3][CH2:14][CH2:13]2)[CH2:11][CH2:10][N:9]1[C:40]([C:36]1[N:37]=[CH:38][N:39]=[C:34]([N:31]2[CH2:32][CH2:33][CH:28]([N:24]3[CH2:23][CH2:22][C:21]4[CH:43]=[C:17]([O:16][CH3:15])[CH:18]=[CH:19][C:20]=4[NH:26][C:25]3=[O:27])[CH2:29][CH2:30]2)[CH:35]=1)=[O:41]. Given the reactants CO[C:3]1[CH:14]=[CH:13][C:6]2N[C:8](=O)[NH:9][CH2:10][CH2:11][C:5]=2[CH:4]=1.[CH3:15][O:16][C:17]1[CH:18]=[CH:19][C:20]2[NH:26][C:25](=[O:27])[N:24]([CH:28]3[CH2:33][CH2:32][N:31]([C:34]4[N:39]=[CH:38][N:37]=[C:36]([C:40](O)=[O:41])[CH:35]=4)[CH2:30][CH2:29]3)[CH2:23][CH2:22][C:21]=2[CH:43]=1.CN(C(ON1N=NC2C=CC=CC1=2)=[N+](C)C)C.[B-](F)(F)(F)F.CCN(C(C)C)C(C)C, predict the reaction product. (5) Given the reactants [N+:1]([C:4]1[CH:9]=[CH:8][C:7]([N:10]2[CH2:15][CH2:14][CH2:13][C@@H:12]([OH:16])[CH2:11]2)=[CH:6][CH:5]=1)([O-])=O, predict the reaction product. The product is: [NH2:1][C:4]1[CH:9]=[CH:8][C:7]([N:10]2[CH2:15][CH2:14][CH2:13][C@@H:12]([OH:16])[CH2:11]2)=[CH:6][CH:5]=1. (6) Given the reactants Cl[C:2]1[N:7]=[C:6]([Cl:8])[N:5]=[C:4]([C:9]2[S:13][C:12]([N:14]([CH3:22])[C:15](=[O:21])[O:16][C:17]([CH3:20])([CH3:19])[CH3:18])=[N:11][C:10]=2[C:23]2[CH:28]=[CH:27][CH:26]=[CH:25][CH:24]=2)[N:3]=1.C([O-])(O)=O.[Na+].[N+:34]([C:37]1[CH:38]=[C:39]([CH:41]=[CH:42][CH:43]=1)[NH2:40])([O-:36])=[O:35], predict the reaction product. The product is: [Cl:8][C:6]1[N:7]=[C:2]([NH:40][C:39]2[CH:41]=[CH:42][CH:43]=[C:37]([N+:34]([O-:36])=[O:35])[CH:38]=2)[N:3]=[C:4]([C:9]2[S:13][C:12]([N:14]([CH3:22])[C:15](=[O:21])[O:16][C:17]([CH3:18])([CH3:19])[CH3:20])=[N:11][C:10]=2[C:23]2[CH:24]=[CH:25][CH:26]=[CH:27][CH:28]=2)[N:5]=1. (7) Given the reactants C(OC(C1C=C(C2C=CC(C[S:19][CH2:20][CH2:21][OH:22])=CC=2)C=CC=1)=O)C.[CH2:23]([O:25][C:26]([C:28]1[C:29]([C:34]2[CH:39]=[CH:38][CH:37]=[CH:36][C:35]=2[CH2:40]Br)=[CH:30][CH:31]=[CH:32][CH:33]=1)=[O:27])[CH3:24].SCCO.C(=O)([O-])[O-].[K+].[K+], predict the reaction product. The product is: [CH2:23]([O:25][C:26]([C:28]1[C:29]([C:34]2[CH:39]=[CH:38][CH:37]=[CH:36][C:35]=2[CH2:40][S:19][CH2:20][CH2:21][OH:22])=[CH:30][CH:31]=[CH:32][CH:33]=1)=[O:27])[CH3:24]. (8) Given the reactants [CH2:1]([OH:6])[CH2:2][CH2:3][CH2:4][OH:5].[OH-].[Na+].[CH2:9]([N:16]1[CH2:21][CH2:20][CH:19]([N:22]([CH:27]([CH3:29])[CH3:28])[C:23](=[O:26])[CH2:24]Cl)[CH2:18][CH2:17]1)[C:10]1[CH:15]=[CH:14][CH:13]=[CH:12][CH:11]=1, predict the reaction product. The product is: [CH2:9]([N:16]1[CH2:17][CH2:18][CH:19]([N:22]([CH:27]([CH3:29])[CH3:28])[C:23](=[O:26])[CH2:24][O:5][CH2:4][CH2:3][CH2:2][CH2:1][OH:6])[CH2:20][CH2:21]1)[C:10]1[CH:11]=[CH:12][CH:13]=[CH:14][CH:15]=1.